This data is from Full USPTO retrosynthesis dataset with 1.9M reactions from patents (1976-2016). The task is: Predict the reactants needed to synthesize the given product. (1) Given the product [OH:1][C:2]1[CH:7]=[C:6]([CH3:8])[O:5][C:4](=[O:9])[C:3]=1[C:10]([O:12][CH2:13][CH2:14][CH3:15])=[O:11], predict the reactants needed to synthesize it. The reactants are: [OH:1][C:2]1[CH:7]=[C:6]([CH3:8])[O:5][C:4](=[O:9])[C:3]=1[C:10]([OH:12])=[O:11].[CH2:13](O)[CH2:14][CH3:15].CCN=C=NCCCN(C)C.O. (2) Given the product [C:1]([C:3]1[CH:4]=[C:5]([C:13]2[O:17][N:16]=[C:15]([C:18]3[CH:26]=[CH:25][CH:24]=[C:23]4[C:19]=3[CH2:20][CH2:21][C@@H:22]4[NH:27][S:28]([CH2:31][C:32]([N:50]([CH3:51])[CH3:49])=[O:33])(=[O:29])=[O:30])[N:14]=2)[CH:6]=[CH:7][C:8]=1[O:9][CH:10]([CH3:12])[CH3:11])#[N:2], predict the reactants needed to synthesize it. The reactants are: [C:1]([C:3]1[CH:4]=[C:5]([C:13]2[O:17][N:16]=[C:15]([C:18]3[CH:26]=[CH:25][CH:24]=[C:23]4[C:19]=3[CH2:20][CH2:21][C@@H:22]4[NH:27][S:28]([CH2:31][C:32](O)=[O:33])(=[O:30])=[O:29])[N:14]=2)[CH:6]=[CH:7][C:8]=1[O:9][CH:10]([CH3:12])[CH3:11])#[N:2].ON1C2C=CC=CC=2N=N1.C(Cl)CCl.[CH3:49][NH:50][CH3:51].